From a dataset of Forward reaction prediction with 1.9M reactions from USPTO patents (1976-2016). Predict the product of the given reaction. (1) Given the reactants [CH2:1]([O:8][CH2:9][C@H:10]1[CH2:14][CH2:13][C@@H:12]([N:15]([CH3:26])[S:16]([C:19]2[CH:20]=[N:21][C:22](Cl)=[CH:23][CH:24]=2)(=[O:18])=[O:17])[CH2:11]1)[C:2]1[CH:7]=[CH:6][CH:5]=[CH:4][CH:3]=1.O.[NH2:28][NH2:29], predict the reaction product. The product is: [CH2:1]([O:8][CH2:9][C@H:10]1[CH2:14][CH2:13][C@@H:12]([N:15]([CH3:26])[S:16]([C:19]2[CH:20]=[N:21][C:22]([NH:28][NH2:29])=[CH:23][CH:24]=2)(=[O:18])=[O:17])[CH2:11]1)[C:2]1[CH:7]=[CH:6][CH:5]=[CH:4][CH:3]=1. (2) Given the reactants [CH3:1][O:2][CH2:3][C@H:4]([CH3:24])[O:5][C:6]1[CH:7]=[C:8]([CH:12]=[C:13]([O:15][C:16]2[CH:21]=[CH:20][CH:19]=[C:18]([O:22][CH3:23])[CH:17]=2)[CH:14]=1)[C:9]([OH:11])=O.COC1C=C(B(O)O)C=CC=1.[NH2:36][C:37]1[S:38][CH:39]=[C:40]([CH2:42][C:43]([O:45][CH2:46][CH3:47])=[O:44])[N:41]=1, predict the reaction product. The product is: [CH2:46]([O:45][C:43](=[O:44])[CH2:42][C:40]1[N:41]=[C:37]([NH:36][C:9](=[O:11])[C:8]2[CH:7]=[C:6]([O:5][C@@H:4]([CH3:24])[CH2:3][O:2][CH3:1])[CH:14]=[C:13]([O:15][C:16]3[CH:21]=[CH:20][CH:19]=[C:18]([O:22][CH3:23])[CH:17]=3)[CH:12]=2)[S:38][CH:39]=1)[CH3:47]. (3) Given the reactants [NH2:1][CH2:2][CH2:3][NH:4][C:5]1[C:6]2[N:7]([C:16](=[O:19])[NH:17][N:18]=2)[C:8]2[C:13]([N:14]=1)=[CH:12][CH:11]=[C:10]([F:15])[CH:9]=2.Cl[C:21]1[N:26]=[CH:25][CH:24]=[CH:23][N:22]=1.C(N(C(C)C)CC)(C)C, predict the reaction product. The product is: [F:15][C:10]1[CH:9]=[C:8]2[C:13]([N:14]=[C:5]([NH:4][CH2:3][CH2:2][NH:1][C:21]3[N:26]=[CH:25][CH:24]=[CH:23][N:22]=3)[C:6]3[N:7]2[C:16](=[O:19])[NH:17][N:18]=3)=[CH:12][CH:11]=1. (4) The product is: [C:3]([OH:50])([C:2]([F:46])([F:45])[F:1])=[O:47].[F:46][C:2]([F:1])([F:45])[C:3]1[N:7]([C:8]2[CH:13]=[CH:12][CH:11]=[C:10]([C:14]3[CH:19]=[CH:18][CH:17]=[CH:16][C:15]=3[O:20][CH2:21][C:22]3[CH:23]=[CH:24][C:25]([CH2:28][O:29][C:30]4[CH:35]=[CH:34][C:33]([C:36]([F:39])([F:38])[F:37])=[CH:32][CH:31]=4)=[CH:26][CH:27]=3)[N:9]=2)[N:6]=[CH:5][C:4]=1[C:40]([OH:42])=[O:41]. Given the reactants [F:1][C:2]([F:46])([F:45])[C:3]1[N:7]([C:8]2[CH:13]=[CH:12][CH:11]=[C:10]([C:14]3[CH:19]=[CH:18][CH:17]=[CH:16][C:15]=3[O:20][CH2:21][C:22]3[CH:27]=[CH:26][C:25]([CH2:28][O:29][C:30]4[CH:35]=[CH:34][C:33]([C:36]([F:39])([F:38])[F:37])=[CH:32][CH:31]=4)=[CH:24][CH:23]=3)[N:9]=2)[N:6]=[CH:5][C:4]=1[C:40]([O:42]CC)=[O:41].[OH-:47].[Li+].Cl.[O:50]1CCOCC1, predict the reaction product. (5) The product is: [C:1]([O:5][C:6]([NH:8][C@@H:9]([C@@H:22]([O:25][C@@H:26]([CH2:28][CH2:29][CH:30]=[CH2:31])[CH3:27])[CH2:23][CH3:24])[C:10]([N:12]1[CH2:16][C@H:15]([OH:17])[CH2:14][C@H:13]1[C:18]([OH:20])=[O:19])=[O:11])=[O:7])([CH3:2])([CH3:4])[CH3:3]. Given the reactants [C:1]([O:5][C:6]([NH:8][C@@H:9]([C@@H:22]([O:25][C@@H:26]([CH2:28][CH2:29][CH:30]=[CH2:31])[CH3:27])[CH2:23][CH3:24])[C:10]([N:12]1[CH2:16][C@H:15]([OH:17])[CH2:14][C@H:13]1[C:18]([O:20]C)=[O:19])=[O:11])=[O:7])([CH3:4])([CH3:3])[CH3:2].C1COCC1.[OH-].[Li+], predict the reaction product. (6) Given the reactants N1CCC[C@H]1C(O)=O.C([O-])([O-])=O.[Cs+].[Cs+].Br[C:16]1[CH:17]=[C:18]([N:22]2[CH2:31][CH2:30][C:29]3[C:24](=[CH:25][CH:26]=[C:27]([Cl:32])[CH:28]=3)[C:23]2=[O:33])[CH:19]=[N:20][CH:21]=1.[CH2:34]([S:36]([NH2:39])(=[O:38])=[O:37])[CH3:35], predict the reaction product. The product is: [Cl:32][C:27]1[CH:28]=[C:29]2[C:24](=[CH:25][CH:26]=1)[C:23](=[O:33])[N:22]([C:18]1[CH:17]=[C:16]([NH:39][S:36]([CH2:34][CH3:35])(=[O:38])=[O:37])[CH:21]=[N:20][CH:19]=1)[CH2:31][CH2:30]2. (7) Given the reactants [Cl:1][C:2]1[CH:9]=[CH:8][CH:7]=[C:6]([F:10])[C:3]=1[CH:4]=O.[N+:11]([C:13]1[CH:22]=[CH:21][C:16]2[O:17][CH2:18][CH2:19][O:20][C:15]=2[CH:14]=1)#[C-:12].[NH2:23][C:24]1[CH:29]=[C:28]([CH2:30][OH:31])[CH:27]=[CH:26][N:25]=1.[Br-].C([N+]1C=CN(C)C=1)CCC, predict the reaction product. The product is: [Cl:1][C:2]1[CH:9]=[CH:8][CH:7]=[C:6]([F:10])[C:3]=1[C:4]1[N:23]=[C:24]2[CH:29]=[C:28]([CH2:30][OH:31])[CH:27]=[CH:26][N:25]2[C:12]=1[NH:11][C:13]1[CH:22]=[CH:21][C:16]2[O:17][CH2:18][CH2:19][O:20][C:15]=2[CH:14]=1. (8) Given the reactants [NH2:1][C:2]1[CH:31]=[CH:30][C:5]([CH2:6][C:7]2[NH:15][C:14]3[C:13](=[O:16])[N:12]([CH2:17][C:18]4[CH:23]=[CH:22][CH:21]=[CH:20][C:19]=4[F:24])[C:11](=[O:25])[N:10]([CH2:26][CH2:27][CH2:28][CH3:29])[C:9]=3[N:8]=2)=[CH:4][CH:3]=1.[F:32][C:33]([F:45])([F:44])[C:34]1[CH:39]=[CH:38][C:37]([S:40](Cl)(=[O:42])=[O:41])=[CH:36][CH:35]=1, predict the reaction product. The product is: [CH2:26]([N:10]1[C:9]2[N:8]=[C:7]([CH2:6][C:5]3[CH:4]=[CH:3][C:2]([NH:1][S:40]([C:37]4[CH:36]=[CH:35][C:34]([C:33]([F:32])([F:44])[F:45])=[CH:39][CH:38]=4)(=[O:42])=[O:41])=[CH:31][CH:30]=3)[NH:15][C:14]=2[C:13](=[O:16])[N:12]([CH2:17][C:18]2[CH:23]=[CH:22][CH:21]=[CH:20][C:19]=2[F:24])[C:11]1=[O:25])[CH2:27][CH2:28][CH3:29]. (9) Given the reactants Br[C:2]1[CH:3]=[CH:4][C:5]([CH2:21][CH3:22])=[C:6]([CH:8]2[C:16](=[O:17])[CH:15]3[CH:10]([CH:11]4[CH2:19][CH2:18][CH:14]3[CH2:13][CH2:12]4)[C:9]2=[O:20])[CH:7]=1.[F:23][C:24]1[CH:29]=[C:28]([Cl:30])[CH:27]=[CH:26][C:25]=1B(O)O.[F-].[Cs+].COCCOC, predict the reaction product. The product is: [Cl:30][C:28]1[CH:27]=[CH:26][C:25]([C:2]2[CH:3]=[CH:4][C:5]([CH2:21][CH3:22])=[C:6]([CH:8]3[C:9](=[O:20])[CH:10]4[CH:15]([CH:14]5[CH2:18][CH2:19][CH:11]4[CH2:12][CH2:13]5)[C:16]3=[O:17])[CH:7]=2)=[C:24]([F:23])[CH:29]=1.